This data is from Catalyst prediction with 721,799 reactions and 888 catalyst types from USPTO. The task is: Predict which catalyst facilitates the given reaction. (1) Reactant: P([O-])([O-])([O-])=O.[K+].[K+].[K+].Cl[C:10]1[CH:11]=[CH:12][C:13]2[N:19]3[CH2:20][C@H:16]([CH2:17][CH2:18]3)[N:15]([C:21]([NH:23][C:24]3[CH:29]=[N:28][CH:27]=[CH:26][N:25]=3)=[O:22])[C:14]=2[N:30]=1.[CH3:31][N:32]([CH3:42])[C:33]1[CH:34]=[C:35](B(O)O)[CH:36]=[CH:37][CH:38]=1.CC(C1C=C(C(C)C)C(C2C=CC=CC=2P(C2CCCCC2)C2CCCCC2)=C(C(C)C)C=1)C. The catalyst class is: 488. Product: [CH3:31][N:32]([CH3:42])[C:33]1[CH:38]=[C:37]([C:10]2[CH:11]=[CH:12][C:13]3[N:19]4[CH2:20][C@H:16]([CH2:17][CH2:18]4)[N:15]([C:21]([NH:23][C:24]4[CH:29]=[N:28][CH:27]=[CH:26][N:25]=4)=[O:22])[C:14]=3[N:30]=2)[CH:36]=[CH:35][CH:34]=1. (2) Reactant: [CH3:1][O:2][C:3](=[O:27])[C@H:4]([CH2:23][CH2:24][S:25][CH3:26])[NH:5][C:6](=[O:22])[C:7]1[CH:12]=[CH:11][C:10]([C:13](O)=[O:14])=[CH:9][C:8]=1[C:16]1[CH:21]=[CH:20][CH:19]=[CH:18][CH:17]=1.ON1C(=O)C2C=CC=CC=2N=N1.[NH2:40][C:41]1[CH:46]=[CH:45][CH:44]=[CH:43][N:42]=1.Cl.CN(C)CCCN=C=NCC. Product: [CH3:1][O:2][C:3](=[O:27])[C@H:4]([CH2:23][CH2:24][S:25][CH3:26])[NH:5][C:6](=[O:22])[C:7]1[CH:12]=[CH:11][C:10]([C:13]([NH:40][C:41]2[CH:46]=[CH:45][CH:44]=[CH:43][N:42]=2)=[O:14])=[CH:9][C:8]=1[C:16]1[CH:21]=[CH:20][CH:19]=[CH:18][CH:17]=1. The catalyst class is: 39. (3) Reactant: [S:1]1[CH:5]=[CH:4][CH:3]=[CH:2]1.C([Li])CCC.[CH3:11][Si:12](Cl)([CH3:14])[CH3:13]. Product: [CH3:11][Si:12]([CH3:14])([CH3:13])[C:2]1[S:1][C:5]([Si:12]([CH3:14])([CH3:13])[CH3:11])=[CH:4][CH:3]=1. The catalyst class is: 1. (4) Reactant: [F:1][C:2]1[C:3]([C:17]([F:20])([F:19])[F:18])=[C:4]([C:8]2[CH2:9][CH2:10][N:11]([CH2:14][CH2:15][CH3:16])[CH2:12][CH:13]=2)[CH:5]=[CH:6][CH:7]=1. Product: [F:1][C:2]1[C:3]([C:17]([F:20])([F:18])[F:19])=[C:4]([CH:8]2[CH2:9][CH2:10][N:11]([CH2:14][CH2:15][CH3:16])[CH2:12][CH2:13]2)[CH:5]=[CH:6][CH:7]=1. The catalyst class is: 171. (5) Product: [CH3:16][N:17]1[CH2:22][CH2:21][C:20]2[NH:13][C:10]3[CH:9]=[CH:8][C:7]([CH3:15])=[CH:12][C:11]=3[C:19]=2[CH2:18]1. Reactant: S(=O)(=O)(O)O.Cl.[C:7]1([CH3:15])[CH:12]=[CH:11][C:10]([NH:13]N)=[CH:9][CH:8]=1.[CH3:16][N:17]1[CH2:22][CH2:21][CH2:20][CH2:19][C:18]1=O. The catalyst class is: 12. (6) Reactant: [N+:1]([C:4]1[CH:9]=[CH:8][C:7]([OH:10])=[CH:6][CH:5]=1)([O-:3])=[O:2].C(=O)([O-])[O-].[K+].[K+].[Br:17][CH2:18][CH2:19]Br. Product: [Br:17][CH2:18][CH2:19][O:10][C:7]1[CH:8]=[CH:9][C:4]([N+:1]([O-:3])=[O:2])=[CH:5][CH:6]=1. The catalyst class is: 131.